Dataset: Forward reaction prediction with 1.9M reactions from USPTO patents (1976-2016). Task: Predict the product of the given reaction. (1) Given the reactants [S:1]1[CH:5]=[CH:4][CH:3]=[C:2]1[C:6]([N:8]1[CH2:13][CH2:12][O:11][CH2:10][CH2:9]1)=[O:7].[Cl:14][S:15](O)(=[O:17])=[O:16], predict the reaction product. The product is: [N:8]1([C:6]([C:2]2[S:1][CH:5]=[C:4]([S:15]([Cl:14])(=[O:17])=[O:16])[CH:3]=2)=[O:7])[CH2:9][CH2:10][O:11][CH2:12][CH2:13]1. (2) Given the reactants [CH:1]1[C:6]([CH2:7][C@@H:8]([O:12]C(C=CC2C=CC(O)=C(O)C=2C=CC2C=CC(O)=C(O)C=2)=O)[C:9]([OH:11])=[O:10])=[CH:5][C:4]([OH:35])=[C:3]([OH:36])[CH:2]=1.C1C(C[C@@H](OC(/C=C/C2C=CC(O)=C(O)C=2CC(O)=O)=O)C(O)=O)=CC(O)=C(O)C=1.C1C(C[C@@H](OC(/C=C/C2C=CC(O)=C(O)C=2)=O)C(O)=O)=CC(O)=C(O)C=1.C1C(C[C@@H](OC(O)[C@@H]2[C@@H](C3C=CC(O)=C(O)C=3)OC3C=C(O)C=C(/C=C/C(O[C@@H](C(O)=O)CC4C=CC(O)=C(O)C=4)=O)C2=3)C(O)=O)=CC(O)=C(O)C=1.CC(C)=CCC[C@](O[C@@H]1O[C@H](CO)[C@@H](O)[C@H](O)[C@H]1O)([C@@H]1[C@H]2[C@H](O)C[C@@H]3[C@@]4(C)CC[C@H](O)C(C)(C)[C@@H]4[C@@H](O[C@@H]4O[C@H](CO)[C@@H](O)[C@H](O)[C@H]4O)C[C@@]3(C)[C@]2(C)CC1)C.C[C@@H]1O[C@@H](O[C@H]2[C@H](O[C@@H]3[C@H]4C(C)(C)[C@@H](O)CC[C@]4(C)[C@H]4C[C@@H](O)[C@@H]5[C@@H]([C@@](O[C@@H]6O[C@H](CO)[C@@H](O)[C@H](O)[C@H]6O)(CCC=C(C)C)C)CC[C@@]5(C)[C@]4(C)C3)O[C@H](CO)[C@@H](O)[C@@H]2O)[C@H](O)[C@H](O)[C@H]1O.CC(C)=CCC[C@](O[C@@H]1O[C@H](CO[C@@H]2O[C@H](CO)[C@@H](O)[C@H](O)[C@H]2O)[C@@H](O)[C@H](O)[C@H]1O)([C@@H]1[C@H]2[C@H](O)C[C@@H]3[C@@]4(C)CC[C@H](O[C@@H]5O[C@H](CO)[C@@H](O)[C@H](O)[C@H]5O[C@@H]5O[C@H](CO)[C@@H](O)[C@H](O)[C@H]5O)C(C)(C)[C@@H]4CC[C@@]3(C)[C@]2(C)CC1)C.CC(C)=CCC[C@](O[C@@H]1O[C@H](CO)[C@@H](O)[C@H](O)[C@H]1O)([C@@H]1[C@H]2[C@H](O)C[C@@H]3[C@@]4(C)CC[C@H](O[C@@H]5O[C@H](CO)[C@@H](O)[C@H](O)[C@H]5O[C@@H]5O[C@H](CO)[C@@H](O)[C@H](O)[C@H]5O)C(C)(C)[C@@H]4CC[C@@]3(C)[C@]2(C)CC1)C.CC1C2=CC=C3C4OC[C@H](C)C=4C(=O)C(=O)C3=C2C=CC=1.CC1C2C=CC3C4OC=C(C)C=4C(=O)C(=O)C=3C=2C=CC=1.C[C@@H]1C2C(C(C3C4CCCC(C)(C)C=4C=CC=3C=2OC1)=O)=O.CC1C2C(C(C3C4CCCC(C)(C)C=4C=CC=3C=2OC=1)=O)=O, predict the reaction product. The product is: [CH:1]1[C:6]([CH2:7][CH:8]([OH:12])[C:9]([OH:11])=[O:10])=[CH:5][C:4]([OH:35])=[C:3]([OH:36])[CH:2]=1. (3) Given the reactants C([O:8][C:9]1[CH:27]=[CH:26][C:12]([C:13]([N:15]2[C:19]3[CH:20]=[CH:21][CH:22]=[CH:23][C:18]=3[S:17](=[O:25])(=[O:24])[CH2:16]2)=[O:14])=[CH:11][C:10]=1[C:28]([F:31])([F:30])[F:29])C1C=CC=CC=1, predict the reaction product. The product is: [OH:8][C:9]1[CH:27]=[CH:26][C:12]([C:13]([N:15]2[C:19]3[CH:20]=[CH:21][CH:22]=[CH:23][C:18]=3[S:17](=[O:25])(=[O:24])[CH2:16]2)=[O:14])=[CH:11][C:10]=1[C:28]([F:30])([F:31])[F:29]. (4) Given the reactants C(=[N:14][N:15]([C:17]1[CH:22]=[CH:21][C:20]([Cl:23])=[CH:19][CH:18]=1)[CH3:16])(C1C=CC=CC=1)C1C=CC=CC=1.Cl.[OH-].[Na+], predict the reaction product. The product is: [Cl:23][C:20]1[CH:21]=[CH:22][C:17]([N:15]([CH3:16])[NH2:14])=[CH:18][CH:19]=1. (5) Given the reactants [C:1]1([CH2:11][CH2:12][OH:13])[C:10]2[C:5](=[CH:6][CH:7]=[CH:8][CH:9]=2)[CH:4]=[CH:3][CH:2]=1.[C:14]1([CH3:34])[CH:19]=[CH:18][C:17]([S:20](O[S:20]([C:17]2[CH:18]=[CH:19][C:14]([CH3:34])=[CH:15][CH:16]=2)(=[O:22])=[O:21])(=[O:22])=[O:21])=[CH:16][CH:15]=1.C(N(CC)CC)C, predict the reaction product. The product is: [C:1]1([CH2:11][CH2:12][O:13][S:20]([C:17]2[CH:18]=[CH:19][C:14]([CH3:34])=[CH:15][CH:16]=2)(=[O:22])=[O:21])[C:10]2[C:5](=[CH:6][CH:7]=[CH:8][CH:9]=2)[CH:4]=[CH:3][CH:2]=1. (6) Given the reactants CON(C)[C:4](=[O:28])[C@H:5]([NH:20][C:21]([O:23][C:24]([CH3:27])([CH3:26])[CH3:25])=[O:22])[CH2:6][CH2:7][CH2:8][NH:9][C:10]([O:12][CH2:13][C:14]1[CH:19]=[CH:18][CH:17]=[CH:16][CH:15]=1)=[O:11].[CH3:30][Mg+].[Br-].[NH4+].[Cl-], predict the reaction product. The product is: [CH2:13]([O:12][C:10]([NH:9][CH2:8][CH2:7][CH2:6][C@@H:5]([NH:20][C:21]([O:23][C:24]([CH3:25])([CH3:26])[CH3:27])=[O:22])[C:4](=[O:28])[CH3:30])=[O:11])[C:14]1[CH:15]=[CH:16][CH:17]=[CH:18][CH:19]=1. (7) Given the reactants [S:1]1[CH:5]=[CH:4][CH:3]=[C:2]1[CH:6]1[CH2:11][C:10](=[O:12])[CH2:9][C:8](=[O:13])[CH2:7]1.CO[CH:16](OC)[N:17]([CH3:19])[CH3:18].ClC1C=CC(C2CC(=O)C(=CN(C)C)C(=O)C2)=CC=1, predict the reaction product. The product is: [CH3:16][N:17]([CH:19]=[C:9]1[C:10](=[O:12])[CH2:11][CH:6]([C:2]2[S:1][CH:5]=[CH:4][CH:3]=2)[CH2:7][C:8]1=[O:13])[CH3:18]. (8) The product is: [NH2:9][C@H:10]([C:18]([OH:20])=[O:19])[CH2:11][CH:12]([CH3:17])[CH3:13]. Given the reactants N1CCC[C@H]1C(O)=O.[NH2:9][C@H:10]([C:18]([OH:20])=[O:19])[CH2:11][C:12]1[CH:17]=CC=C[CH:13]=1, predict the reaction product. (9) Given the reactants [CH:1]1([C:4]2[CH:9]=[CH:8][C:7]([N:10]3[CH2:14][CH2:13][C:12]4([CH2:19][CH2:18][C:17](=[CH2:20])[CH2:16][CH2:15]4)[C:11]3=[O:21])=[CH:6][CH:5]=2)[CH2:3][CH2:2]1.ClC1C=CC=C(C(OO)=[O:30])C=1.C([O-])(O)=O.[Na+], predict the reaction product. The product is: [CH:1]1([C:4]2[CH:5]=[CH:6][C:7]([N:10]3[CH2:14][CH2:13][C:12]4([CH2:15][CH2:16][C:17]5([O:30][CH2:20]5)[CH2:18][CH2:19]4)[C:11]3=[O:21])=[CH:8][CH:9]=2)[CH2:3][CH2:2]1. (10) Given the reactants Br[C:2]1[CH:3]=[CH:4][C:5]2[N:12]([CH2:13][CH2:14][CH3:15])[CH2:11][CH2:10][CH2:9][C:8]([C:16]([O:18]C)=[O:17])=[CH:7][C:6]=2[CH:20]=1.[CH2:21]([O:25][CH2:26][CH2:27][O:28][C:29]1[CH:34]=[CH:33][C:32](OB(O)O)=[CH:31][CH:30]=1)[CH2:22][CH2:23][CH3:24].[C:39](=O)([O-])[O-].[K+].[K+].C(OCC)(=O)C, predict the reaction product. The product is: [CH3:39][CH:11]1[CH2:10][CH2:9][C:8]([C:16]([OH:18])=[O:17])=[CH:7][C:6]2[CH:20]=[C:2]([C:32]3[CH:33]=[CH:34][C:29]([O:28][CH2:27][CH2:26][O:25][CH2:21][CH2:22][CH2:23][CH3:24])=[CH:30][CH:31]=3)[CH:3]=[CH:4][C:5]=2[N:12]1[CH2:13][CH2:14][CH3:15].